Dataset: Full USPTO retrosynthesis dataset with 1.9M reactions from patents (1976-2016). Task: Predict the reactants needed to synthesize the given product. (1) Given the product [NH2:1][CH:2]([C:10]([OH:12])=[O:11])[CH2:3][CH2:4][CH2:5][NH:6][C:7](=[NH:8])[NH2:9].[Ce:17], predict the reactants needed to synthesize it. The reactants are: [NH2:1][CH:2]([C:10]([OH:12])=[O:11])[CH2:3][CH2:4][CH2:5][NH:6][C:7](=[NH:9])[NH2:8].[OH-].[NH4+].OO.[Ce:17].N[C@H](C(O)=O)CCCNC(=N)N. (2) Given the product [C:1]([NH:14][CH2:15][CH2:16][CH2:17][CH2:18][C@@H:19]([C:21]([OH:23])=[O:22])[NH:20][C:27](=[O:26])[CH2:28][CH2:16][CH2:17][CH2:18][CH2:19][C:21]([OH:23])=[O:22])(=[O:13])[CH2:2][CH2:3][CH2:4][CH2:5][CH2:6][CH2:7][CH2:8][CH2:9][CH2:10][CH2:11][CH3:12], predict the reactants needed to synthesize it. The reactants are: [C:1]([NH:14][CH2:15][CH2:16][CH2:17][CH2:18][C@@H:19]([C:21]([OH:23])=[O:22])[NH2:20])(=[O:13])[CH2:2][CH2:3][CH2:4][CH2:5][CH2:6][CH2:7][CH2:8][CH2:9][CH2:10][CH2:11][CH3:12].CC[O:26][CH2:27][CH3:28].Cl. (3) Given the product [OH2:4].[ClH:1].[ClH:1].[NH:7]1[CH2:8][CH2:9][CH:10]([NH:13][C:14]2[CH:15]=[C:16]3[C:20](=[CH:21][CH:22]=2)[NH:19][N:18]=[CH:17]3)[CH2:11][CH2:12]1, predict the reactants needed to synthesize it. The reactants are: [ClH:1].CC[O:4]CC.[NH:7]1[CH2:12][CH2:11][CH:10]([NH:13][C:14]2[CH:15]=[C:16]3[C:20](=[CH:21][CH:22]=2)[NH:19][N:18]=[CH:17]3)[CH2:9][CH2:8]1. (4) Given the product [CH3:6][N:7]1[C:12](=[O:13])[CH:11]=[C:10]([C:14]2[CH2:15][CH2:16][N:17]([S:2]([CH3:1])(=[O:4])=[O:3])[CH2:18][CH:19]=2)[C:9]([C:20]2[CH:25]=[CH:24][CH:23]=[CH:22][C:21]=2[O:26][C:27]2[CH:32]=[CH:31][CH:30]=[CH:29][CH:28]=2)=[N:8]1, predict the reactants needed to synthesize it. The reactants are: [CH3:1][S:2](Cl)(=[O:4])=[O:3].[CH3:6][N:7]1[C:12](=[O:13])[CH:11]=[C:10]([C:14]2[CH2:15][CH2:16][NH:17][CH2:18][CH:19]=2)[C:9]([C:20]2[CH:25]=[CH:24][CH:23]=[CH:22][C:21]=2[O:26][C:27]2[CH:32]=[CH:31][CH:30]=[CH:29][CH:28]=2)=[N:8]1.C(N(CC)CC)C.